From a dataset of Full USPTO retrosynthesis dataset with 1.9M reactions from patents (1976-2016). Predict the reactants needed to synthesize the given product. Given the product [Cl:7][C:8]1[CH:9]=[CH:10][C:11]([N:14]2[CH2:19][CH2:18][N:17]([CH2:2][CH2:3][CH2:4][C:5]#[N:6])[CH2:16][CH2:15]2)=[CH:12][CH:13]=1, predict the reactants needed to synthesize it. The reactants are: Br[CH2:2][CH2:3][CH2:4][C:5]#[N:6].[Cl:7][C:8]1[CH:13]=[CH:12][C:11]([N:14]2[CH2:19][CH2:18][NH:17][CH2:16][CH2:15]2)=[CH:10][CH:9]=1.C(=O)([O-])[O-].[K+].[K+].